Dataset: In vitro SARS-CoV-2 activity screen of 1,480 approved drugs from Prestwick library. Task: Binary Classification. Given a drug SMILES string, predict its activity (active/inactive) in a high-throughput screening assay against a specified biological target. (1) The compound is Nc1nc(N)c2nc(-c3ccccc3)c(N)nc2n1. The result is 0 (inactive). (2) The molecule is CN(C)[C@@H]1C(=O)C(C(=O)NCNCCCC[C@H](N)C(=O)O)=C(O)[C@@]2(O)C(=O)C3=C(O)c4c(O)cccc4[C@@](C)(O)[C@H]3C[C@@H]12. The result is 0 (inactive). (3) The molecule is CCCCCN(C)CCC(O)(P(=O)([O-])O)P(=O)(O)O.[Na+]. The result is 0 (inactive). (4) The molecule is CCCCCCCCCCCCCCCC[N+](C)(C)CCN(Cc1ccc(OC)cc1)c1ncccn1.[Br-]. The result is 0 (inactive). (5) The compound is CCN[C@H]1C[C@H](C)S(=O)(=O)c2sc(S(N)(=O)=O)cc21.Cl. The result is 0 (inactive).